This data is from Full USPTO retrosynthesis dataset with 1.9M reactions from patents (1976-2016). The task is: Predict the reactants needed to synthesize the given product. Given the product [F:1][C:2]1[CH:3]=[C:4]([C:8]2[CH:9]=[C:10]([CH2:11][NH:13][C:14]3[C:15]([CH3:22])=[C:16]([OH:21])[CH:17]=[CH:18][C:19]=3[CH3:20])[CH:23]=[C:24]([CH3:26])[CH:25]=2)[CH:5]=[CH:6][CH:7]=1, predict the reactants needed to synthesize it. The reactants are: [F:1][C:2]1[CH:3]=[C:4]([C:8]2[CH:9]=[C:10]([CH:23]=[C:24]([CH3:26])[CH:25]=2)[C:11]([NH:13][C:14]2[C:19]([CH3:20])=[CH:18][CH:17]=[C:16]([OH:21])[C:15]=2[CH3:22])=O)[CH:5]=[CH:6][CH:7]=1.